The task is: Predict the product of the given reaction.. This data is from Forward reaction prediction with 1.9M reactions from USPTO patents (1976-2016). (1) Given the reactants [C:1]([C:3]1[CH:23]=[C:22](B2OC(C)(C)C(C)(C)O2)[CH:21]=[CH:20][C:4]=1[O:5][C@H:6]1[CH2:11][CH2:10][N:9]([C:12]([O:14][C:15]([CH3:18])([CH3:17])[CH3:16])=[O:13])[CH2:8][C@H:7]1[F:19])#[N:2].Cl[C:34]1[N:39]=[CH:38][N:37]=[C:36]([NH:40][C:41]2[CH:46]=[CH:45][C:44]([N:47]3[CH2:52][CH2:51][CH:50]([N:53]4[CH2:58][CH2:57][O:56][CH2:55][CH2:54]4)[CH2:49][CH2:48]3)=[C:43]([O:59][CH3:60])[CH:42]=2)[N:35]=1.C(=O)([O-])[O-].[Na+].[Na+].C1(P(C2C=CC=CC=2)C2C=CC=CC=2)C=CC=CC=1, predict the reaction product. The product is: [C:1]([C:3]1[CH:23]=[C:22]([C:34]2[N:35]=[C:36]([NH:40][C:41]3[CH:46]=[CH:45][C:44]([N:47]4[CH2:52][CH2:51][CH:50]([N:53]5[CH2:54][CH2:55][O:56][CH2:57][CH2:58]5)[CH2:49][CH2:48]4)=[C:43]([O:59][CH3:60])[CH:42]=3)[N:37]=[CH:38][N:39]=2)[CH:21]=[CH:20][C:4]=1[O:5][C@H:6]1[CH2:11][CH2:10][N:9]([C:12]([O:14][C:15]([CH3:16])([CH3:17])[CH3:18])=[O:13])[CH2:8][C@H:7]1[F:19])#[N:2]. (2) Given the reactants [CH3:1][C:2]1[N:6]([CH3:7])[C:5]([C:8]2[CH:9]=[C:10]([NH2:14])[CH:11]=[CH:12][CH:13]=2)=[CH:4][N:3]=1.Cl[C:16]1[CH:21]=[C:20]([C:22]2[S:23][CH:24]=[CH:25][CH:26]=2)[N:19]=[CH:18][N:17]=1.C(=O)([O-])[O-].[K+].[K+], predict the reaction product. The product is: [CH3:1][C:2]1[N:6]([CH3:7])[C:5]([C:8]2[CH:9]=[C:10]([NH:14][C:16]3[CH:21]=[C:20]([C:22]4[S:23][CH:24]=[CH:25][CH:26]=4)[N:19]=[CH:18][N:17]=3)[CH:11]=[CH:12][CH:13]=2)=[CH:4][N:3]=1. (3) The product is: [Cl:8][C:7]1[C:2]([O:16][C:13]2[CH:14]=[CH:15][C:10]([NH2:9])=[CH:11][CH:12]=2)=[N:3][CH:4]=[CH:5][N:6]=1. Given the reactants Cl[C:2]1[C:7]([Cl:8])=[N:6][CH:5]=[CH:4][N:3]=1.[NH2:9][C:10]1[CH:15]=[CH:14][C:13]([OH:16])=[CH:12][CH:11]=1.C(=O)([O-])[O-].[Cs+].[Cs+], predict the reaction product. (4) Given the reactants [Cl:1][C:2]1[CH:3]=[C:4]2[C:8](=[CH:9][CH:10]=1)[N:7]([CH3:11])[C:6]([CH2:12][CH2:13][CH2:14][CH2:15][CH2:16][CH3:17])=[C:5]2[C:18](=[O:27])[CH2:19][C@@H:20]([CH3:26])[CH2:21][C:22]([O:24]C)=[O:23].O.[OH-].[Li+], predict the reaction product. The product is: [Cl:1][C:2]1[CH:3]=[C:4]2[C:8](=[CH:9][CH:10]=1)[N:7]([CH3:11])[C:6]([CH2:12][CH2:13][CH2:14][CH2:15][CH2:16][CH3:17])=[C:5]2[C:18](=[O:27])[CH2:19][C@@H:20]([CH3:26])[CH2:21][C:22]([OH:24])=[O:23]. (5) Given the reactants Cl[C:2]1[CH:3]=[C:4]([C:8]([C:16]2[N:17]=[CH:18][NH:19][CH:20]=2)=[CH:9][C:10]2[CH:15]=[CH:14][CH:13]=[CH:12][CH:11]=2)[CH:5]=[CH:6][CH:7]=1, predict the reaction product. The product is: [C:4]1([CH:8]([C:16]2[N:17]=[CH:18][NH:19][CH:20]=2)[CH2:9][C:10]2[CH:15]=[CH:14][CH:13]=[CH:12][CH:11]=2)[CH:3]=[CH:2][CH:7]=[CH:6][CH:5]=1.